This data is from Reaction yield outcomes from USPTO patents with 853,638 reactions. The task is: Predict the reaction yield, written as a fraction of the theoretical maximum amount of product (1.0 means a 100% yield; for example, 0.34 means a 34% yield). The reactants are [Si:1]([O:18][CH2:19][C@@H:20]1[CH2:22][C@H:21]1[CH2:23][OH:24])([C:14]([CH3:17])([CH3:16])[CH3:15])([C:8]1[CH:13]=[CH:12][CH:11]=[CH:10][CH:9]=1)[C:2]1[CH:7]=[CH:6][CH:5]=[CH:4][CH:3]=1.[CH3:25][S:26](Cl)(=[O:28])=[O:27].C1COCC1. The catalyst is O. The product is [CH3:25][S:26]([O:24][CH2:23][C@@H:21]1[CH2:22][C@H:20]1[CH2:19][O:18][Si:1]([C:14]([CH3:17])([CH3:16])[CH3:15])([C:8]1[CH:9]=[CH:10][CH:11]=[CH:12][CH:13]=1)[C:2]1[CH:3]=[CH:4][CH:5]=[CH:6][CH:7]=1)(=[O:28])=[O:27]. The yield is 1.00.